From a dataset of NCI-60 drug combinations with 297,098 pairs across 59 cell lines. Regression. Given two drug SMILES strings and cell line genomic features, predict the synergy score measuring deviation from expected non-interaction effect. (1) Cell line: NCIH23. Drug 2: C1=CN(C=N1)CC(O)(P(=O)(O)O)P(=O)(O)O. Drug 1: CC1CCC2CC(C(=CC=CC=CC(CC(C(=O)C(C(C(=CC(C(=O)CC(OC(=O)C3CCCCN3C(=O)C(=O)C1(O2)O)C(C)CC4CCC(C(C4)OC)O)C)C)O)OC)C)C)C)OC. Synergy scores: CSS=3.71, Synergy_ZIP=-1.55, Synergy_Bliss=5.40, Synergy_Loewe=-5.16, Synergy_HSA=1.89. (2) Drug 1: CC1=C2C(C(=O)C3(C(CC4C(C3C(C(C2(C)C)(CC1OC(=O)C(C(C5=CC=CC=C5)NC(=O)C6=CC=CC=C6)O)O)OC(=O)C7=CC=CC=C7)(CO4)OC(=O)C)O)C)OC(=O)C. Drug 2: CC1=C(C(=CC=C1)Cl)NC(=O)C2=CN=C(S2)NC3=CC(=NC(=N3)C)N4CCN(CC4)CCO. Cell line: HOP-62. Synergy scores: CSS=12.8, Synergy_ZIP=-7.31, Synergy_Bliss=-6.75, Synergy_Loewe=-9.70, Synergy_HSA=-6.00. (3) Drug 1: C1CN1C2=NC(=NC(=N2)N3CC3)N4CC4. Drug 2: CC12CCC3C(C1CCC2O)C(CC4=C3C=CC(=C4)O)CCCCCCCCCS(=O)CCCC(C(F)(F)F)(F)F. Cell line: OVCAR-5. Synergy scores: CSS=28.1, Synergy_ZIP=-7.61, Synergy_Bliss=-3.74, Synergy_Loewe=-14.6, Synergy_HSA=-4.17. (4) Drug 1: COC1=C(C=C2C(=C1)N=CN=C2NC3=CC(=C(C=C3)F)Cl)OCCCN4CCOCC4. Drug 2: CC1=CC=C(C=C1)C2=CC(=NN2C3=CC=C(C=C3)S(=O)(=O)N)C(F)(F)F. Cell line: SR. Synergy scores: CSS=26.2, Synergy_ZIP=1.50, Synergy_Bliss=2.49, Synergy_Loewe=3.37, Synergy_HSA=3.31. (5) Drug 1: CCC1=C2CN3C(=CC4=C(C3=O)COC(=O)C4(CC)O)C2=NC5=C1C=C(C=C5)O. Drug 2: CNC(=O)C1=NC=CC(=C1)OC2=CC=C(C=C2)NC(=O)NC3=CC(=C(C=C3)Cl)C(F)(F)F. Cell line: MCF7. Synergy scores: CSS=14.3, Synergy_ZIP=-2.83, Synergy_Bliss=3.67, Synergy_Loewe=-74.2, Synergy_HSA=2.32. (6) Drug 1: CC1=CC2C(CCC3(C2CCC3(C(=O)C)OC(=O)C)C)C4(C1=CC(=O)CC4)C. Drug 2: CC=C1C(=O)NC(C(=O)OC2CC(=O)NC(C(=O)NC(CSSCCC=C2)C(=O)N1)C(C)C)C(C)C. Cell line: SF-268. Synergy scores: CSS=57.2, Synergy_ZIP=3.04, Synergy_Bliss=3.43, Synergy_Loewe=-65.3, Synergy_HSA=0.343. (7) Drug 1: CC1=C(C=C(C=C1)NC2=NC=CC(=N2)N(C)C3=CC4=NN(C(=C4C=C3)C)C)S(=O)(=O)N.Cl. Drug 2: C(CCl)NC(=O)N(CCCl)N=O. Cell line: SR. Synergy scores: CSS=72.7, Synergy_ZIP=0.554, Synergy_Bliss=3.38, Synergy_Loewe=-2.82, Synergy_HSA=5.83. (8) Drug 1: CC1C(C(=O)NC(C(=O)N2CCCC2C(=O)N(CC(=O)N(C(C(=O)O1)C(C)C)C)C)C(C)C)NC(=O)C3=C4C(=C(C=C3)C)OC5=C(C(=O)C(=C(C5=N4)C(=O)NC6C(OC(=O)C(N(C(=O)CN(C(=O)C7CCCN7C(=O)C(NC6=O)C(C)C)C)C)C(C)C)C)N)C. Drug 2: C1CN1C2=NC(=NC(=N2)N3CC3)N4CC4. Cell line: SF-539. Synergy scores: CSS=60.1, Synergy_ZIP=-4.17, Synergy_Bliss=-0.468, Synergy_Loewe=0.591, Synergy_HSA=3.29. (9) Drug 1: CC(CN1CC(=O)NC(=O)C1)N2CC(=O)NC(=O)C2. Drug 2: CC=C1C(=O)NC(C(=O)OC2CC(=O)NC(C(=O)NC(CSSCCC=C2)C(=O)N1)C(C)C)C(C)C. Cell line: OVCAR-5. Synergy scores: CSS=71.4, Synergy_ZIP=-3.46, Synergy_Bliss=-2.10, Synergy_Loewe=-5.25, Synergy_HSA=-0.608. (10) Drug 1: CC12CCC(CC1=CCC3C2CCC4(C3CC=C4C5=CN=CC=C5)C)O. Drug 2: CS(=O)(=O)CCNCC1=CC=C(O1)C2=CC3=C(C=C2)N=CN=C3NC4=CC(=C(C=C4)OCC5=CC(=CC=C5)F)Cl. Cell line: OVCAR-5. Synergy scores: CSS=-1.75, Synergy_ZIP=-3.20, Synergy_Bliss=-2.32, Synergy_Loewe=-5.87, Synergy_HSA=-3.12.